The task is: Predict the reactants needed to synthesize the given product.. This data is from Full USPTO retrosynthesis dataset with 1.9M reactions from patents (1976-2016). (1) Given the product [N+:16]([C:15]1[CH:14]=[CH:13][CH:12]=[C:11]2[C:10]=1[O:9][C:1]([C:2]1[CH:3]=[N:4][CH:5]=[CH:6][CH:7]=1)=[CH:20][C:19]2=[O:21])([O-:18])=[O:17], predict the reactants needed to synthesize it. The reactants are: [C:1]([O:9][C:10]1[C:15]([N+:16]([O-:18])=[O:17])=[CH:14][CH:13]=[CH:12][C:11]=1[C:19](=[O:21])[CH3:20])(=O)[C:2]1[CH:7]=[CH:6][CH:5]=[N:4][CH:3]=1.[OH-].[K+].OS(O)(=O)=O.CC(O)=O. (2) The reactants are: [Cl:1][C:2]1[CH:3]=[C:4]([CH:20]=[CH:21][CH:22]=1)[O:5][C:6]1[CH:11]=[C:10]([OH:12])[CH:9]=[CH:8][C:7]=1/[CH:13]=[CH:14]/[C:15]([O:17][CH2:18][CH3:19])=[O:16].[N:23]1[CH:28]=[CH:27][CH:26]=[C:25]([CH2:29]O)[CH:24]=1.C1C=CC(P(C2C=CC=CC=2)C2C=CC=CC=2)=CC=1.CC(OC(/N=N/C(OC(C)C)=O)=O)C. Given the product [Cl:1][C:2]1[CH:3]=[C:4]([CH:20]=[CH:21][CH:22]=1)[O:5][C:6]1[CH:11]=[C:10]([O:12][CH2:29][C:25]2[CH:24]=[N:23][CH:28]=[CH:27][CH:26]=2)[CH:9]=[CH:8][C:7]=1/[CH:13]=[CH:14]/[C:15]([O:17][CH2:18][CH3:19])=[O:16], predict the reactants needed to synthesize it. (3) Given the product [O:4]1[CH2:5][CH2:6][O:7][CH:3]1[CH2:2][N:16]1[C:17]2[C:12](=[CH:11][CH:10]=[C:9]([CH3:8])[CH:18]=2)[CH:13]=[CH:14][C:15]1=[O:19], predict the reactants needed to synthesize it. The reactants are: Br[CH2:2][CH:3]1[O:7][CH2:6][CH2:5][O:4]1.[CH3:8][C:9]1[CH:18]=[C:17]2[C:12]([CH:13]=[CH:14][C:15](=[O:19])[NH:16]2)=[CH:11][CH:10]=1.C(=O)([O-])[O-].[Cs+].[Cs+].C(=O)([O-])O.[Na+]. (4) Given the product [CH3:25][O:24][C:20]1[C:19]([O:35][CH3:34])=[CH:18][C:17]2[C:8]3[C:7](=[C:6]4[CH:5]=[C:4]([N+:1]([O-:3])=[O:2])[CH:13]=[CH:12][C:11]4=[N:10][CH:9]=3)[N:14]([CH2:28][CH2:29][N:30]([CH3:32])[CH3:31])[C:15](=[O:27])[C:16]=2[CH:21]=1, predict the reactants needed to synthesize it. The reactants are: [N+:1]([C:4]1[CH:5]=[C:6]2[C:11](=[CH:12][CH:13]=1)[N:10]=[CH:9][CH:8]=[C:7]2[N:14]([CH2:28][CH2:29][N:30]([CH3:32])[CH3:31])[C:15](=[O:27])[C:16]1[C:21](OC)=[C:20]([O:24][CH3:25])[CH:19]=[CH:18][C:17]=1I)([O-:3])=[O:2].C(Cl)(=O)[C:34](Cl)=[O:35].COC1C=C(C(I)=CC=1OC)C(O)=O.[N+](C1C=C2C(=CC=1)N=CC=C2NCCN(C)C)([O-])=O.C(N(CC)CC)C. (5) Given the product [CH:2]([C:3]1[C:12]2[C:7](=[CH:8][CH:9]=[CH:10][CH:11]=2)[C:6]([C:13]([O:15][CH3:16])=[O:14])=[CH:5][CH:4]=1)=[O:1], predict the reactants needed to synthesize it. The reactants are: [OH:1][CH2:2][C:3]1[C:12]2[C:7](=[CH:8][CH:9]=[CH:10][CH:11]=2)[C:6]([C:13]([O:15][CH3:16])=[O:14])=[CH:5][CH:4]=1. (6) Given the product [F:1][C:2]1[CH:7]=[CH:6][C:5]([NH2:8])=[C:4]([O:11][C@@H:12]2[CH2:17][CH2:16][CH2:15][CH2:14][C@H:13]2[OH:18])[CH:3]=1, predict the reactants needed to synthesize it. The reactants are: [F:1][C:2]1[CH:7]=[CH:6][C:5]([N+:8]([O-])=O)=[C:4]([O:11][C@@H:12]2[CH2:17][CH2:16][CH2:15][CH2:14][C@H:13]2[OH:18])[CH:3]=1.[H][H]. (7) Given the product [F:13][C:14]1[CH:15]=[N:16][CH:17]=[CH:18][C:19]=1[CH:33]([OH:34])[CH:30]1[CH2:31][CH2:32][N:27]([C:20]([O:22][C:23]([CH3:25])([CH3:24])[CH3:26])=[O:21])[CH2:28][CH2:29]1, predict the reactants needed to synthesize it. The reactants are: C(NC(C)C)(C)C.[Li]CCCC.[F:13][C:14]1[CH:15]=[N:16][CH:17]=[CH:18][CH:19]=1.[C:20]([N:27]1[CH2:32][CH2:31][CH:30]([CH:33]=[O:34])[CH2:29][CH2:28]1)([O:22][C:23]([CH3:26])([CH3:25])[CH3:24])=[O:21].